Dataset: Full USPTO retrosynthesis dataset with 1.9M reactions from patents (1976-2016). Task: Predict the reactants needed to synthesize the given product. (1) Given the product [Cl:19][C:10]1[C:9]([CH2:6][CH:7]=[O:4])=[C:14]([Cl:15])[N:13]2[N:16]=[CH:17][CH:18]=[C:12]2[N:11]=1, predict the reactants needed to synthesize it. The reactants are: C1C[O:4]CC1.[CH2:6]([C:9]1[C:10]([Cl:19])=[N:11][C:12]2[N:13]([N:16]=[CH:17][CH:18]=2)[C:14]=1[Cl:15])[CH:7]=C.I([O-])(=O)(=O)=O.[Na+].S([O-])([O-])=O.[Na+].[Na+]. (2) Given the product [S:18]1[CH:19]=[CH:20][CH:21]=[C:17]1[C:15]1[S:16][C:12]([CH2:10][OH:9])=[CH:13][N:14]=1, predict the reactants needed to synthesize it. The reactants are: [H-].[Al+3].[Li+].[H-].[H-].[H-].C([O:9][C:10]([C:12]1[S:16][C:15]([C:17]2[S:18][CH:19]=[CH:20][CH:21]=2)=[N:14][CH:13]=1)=O)C.C(OCC)(=O)C. (3) Given the product [Cl:1][CH2:2][CH2:3][CH2:4][CH2:5][O:6][CH2:7][CH2:8][CH2:9][CH2:10][C:11]([CH3:16])([CH3:15])[C:12]([Cl:20])=[O:13], predict the reactants needed to synthesize it. The reactants are: [Cl:1][CH2:2][CH2:3][CH2:4][CH2:5][O:6][CH2:7][CH2:8][CH2:9][CH2:10][C:11]([CH3:16])([CH3:15])[C:12](O)=[O:13].C(Cl)(=O)C([Cl:20])=O. (4) Given the product [CH2:13]([C:15]1[C:16]([C:23]2[CH:31]=[C:30]3[C:26]([C:27]([C:32]4[NH:33][C:34]5[CH2:39][CH2:38][N:37]([CH2:5][C:4]6[CH:7]=[CH:8][CH:9]=[C:2]([OH:1])[CH:3]=6)[CH2:36][C:35]=5[N:40]=4)=[N:28][NH:29]3)=[CH:25][CH:24]=2)=[CH:17][C:18]([F:22])=[C:19]([OH:21])[CH:20]=1)[CH3:14], predict the reactants needed to synthesize it. The reactants are: [OH:1][C:2]1[CH:3]=[C:4]([CH:7]=[CH:8][CH:9]=1)[CH:5]=O.Br.Br.Br.[CH2:13]([C:15]1[C:16]([C:23]2[CH:31]=[C:30]3[C:26]([C:27]([C:32]4[NH:33][C:34]5[CH2:39][CH2:38][NH:37][CH2:36][C:35]=5[N:40]=4)=[N:28][NH:29]3)=[CH:25][CH:24]=2)=[CH:17][C:18]([F:22])=[C:19]([OH:21])[CH:20]=1)[CH3:14].